Task: Predict the reaction yield, written as a fraction of the theoretical maximum amount of product (1.0 means a 100% yield; for example, 0.34 means a 34% yield).. Dataset: Reaction yield outcomes from USPTO patents with 853,638 reactions (1) The reactants are [CH2:1]([O:8][C:9]1[CH:14]=[CH:13][C:12]([C:15](=[O:22])[C:16]#[C:17][C:18](O)([CH3:20])[CH3:19])=[CH:11][CH:10]=1)[C:2]1[CH:7]=[CH:6][CH:5]=[CH:4][CH:3]=1.N(CC)CC.CC[OH:30]. No catalyst specified. The product is [CH2:1]([O:8][C:9]1[CH:10]=[CH:11][C:12]([C:15]2[O:22][C:18]([CH3:19])([CH3:20])[C:17](=[O:30])[CH:16]=2)=[CH:13][CH:14]=1)[C:2]1[CH:3]=[CH:4][CH:5]=[CH:6][CH:7]=1. The yield is 0.980. (2) The reactants are [F:8][C:7]([F:10])([F:9])[C:6](O[C:6](=O)[C:7]([F:10])([F:9])[F:8])=O.CO[C:16]([CH3:18])=[CH2:17].N1C=CC=CC=1.[CH3:25][NH:26][NH2:27]. The catalyst is COC(C)(C)C. The product is [CH3:25][N:26]1[C:16]([CH3:18])=[CH:17][C:6]([C:7]([F:8])([F:9])[F:10])=[N:27]1. The yield is 0.830. (3) The catalyst is [Fe]. The reactants are [CH3:1][C:2]1[C:11]([N+:12]([O-])=O)=[CH:10][C:9]([C:15]([F:18])([F:17])[F:16])=[CH:8][C:3]=1[C:4]([O:6][CH3:7])=[O:5].C(O)C.[NH4+].[Cl-]. The product is [NH2:12][C:11]1[C:2]([CH3:1])=[C:3]([CH:8]=[C:9]([C:15]([F:16])([F:17])[F:18])[CH:10]=1)[C:4]([O:6][CH3:7])=[O:5]. The yield is 1.00. (4) The reactants are [CH3:1][O:2][C:3]([C:5]1[C:6]2[CH:7]=[CH:8][NH:9][C:10]=2[CH:11]=[CH:12][CH:13]=1)=[O:4].CO[C:16]([C:18]1[C:26](C)=[C:25]2[C:21](C=CN2)=[CH:20][CH:19]=1)=O. No catalyst specified. The product is [CH3:1][O:2][C:3]([C:5]1[C:6]2[CH:7]=[CH:8][N:9]([CH2:16][C:18]3[CH:26]=[CH:25][CH:21]=[CH:20][CH:19]=3)[C:10]=2[CH:11]=[CH:12][CH:13]=1)=[O:4]. The yield is 1.00.